This data is from Peptide-MHC class I binding affinity with 185,985 pairs from IEDB/IMGT. The task is: Regression. Given a peptide amino acid sequence and an MHC pseudo amino acid sequence, predict their binding affinity value. This is MHC class I binding data. (1) The peptide sequence is STTVKAACWW. The MHC is HLA-B15:01 with pseudo-sequence HLA-B15:01. The binding affinity (normalized) is 0.201. (2) The peptide sequence is ISTPKLKEDY. The MHC is HLA-A29:02 with pseudo-sequence HLA-A29:02. The binding affinity (normalized) is 0.0714. (3) The peptide sequence is YEEAGRGSM. The MHC is HLA-A03:01 with pseudo-sequence HLA-A03:01. The binding affinity (normalized) is 0.213. (4) The peptide sequence is ELKRQLADL. The MHC is HLA-B40:01 with pseudo-sequence HLA-B40:01. The binding affinity (normalized) is 0.0847. (5) The peptide sequence is KTNLYGFIIK. The MHC is HLA-A33:01 with pseudo-sequence HLA-A33:01. The binding affinity (normalized) is 0. (6) The peptide sequence is VLQAGFFLL. The MHC is HLA-A11:01 with pseudo-sequence HLA-A11:01. The binding affinity (normalized) is 0.0597.